The task is: Predict which catalyst facilitates the given reaction.. This data is from Catalyst prediction with 721,799 reactions and 888 catalyst types from USPTO. (1) Reactant: [H-].[Na+].[CH3:3][O:4][C:5]1[CH:22]=[CH:21][C:8]2[N:9]([C:12]3[CH:17]=[CH:16][C:15]([NH:18][CH:19]=[O:20])=[CH:14][CH:13]=3)[CH:10]=[N:11][C:7]=2[CH:6]=1.Br[CH2:24][CH2:25][O:26][CH:27]1[CH2:32][CH2:31][CH2:30][CH2:29][O:28]1.O. Product: [CH3:3][O:4][C:5]1[CH:22]=[CH:21][C:8]2[N:9]([C:12]3[CH:13]=[CH:14][C:15]([N:18]([CH2:24][CH2:25][O:26][CH:27]4[CH2:32][CH2:31][CH2:30][CH2:29][O:28]4)[CH:19]=[O:20])=[CH:16][CH:17]=3)[CH:10]=[N:11][C:7]=2[CH:6]=1. The catalyst class is: 9. (2) Reactant: [CH3:1][O-:2].[Na+].CO.CO.Cl[C:9]1[CH:14]=[C:13]([C:15]([O:17]C)=[O:16])[CH:12]=[C:11]([C:19]2[CH:24]=[CH:23][CH:22]=[CH:21][CH:20]=2)[N:10]=1.Cl. Product: [CH3:1][O:2][C:9]1[CH:14]=[C:13]([C:15]([OH:17])=[O:16])[CH:12]=[C:11]([C:19]2[CH:24]=[CH:23][CH:22]=[CH:21][CH:20]=2)[N:10]=1. The catalyst class is: 44. (3) Reactant: [Br:1][C:2]1[CH:3]=[C:4]([CH2:10][C:11]#N)[CH:5]=[N:6][C:7]=1[O:8][CH3:9].[C:13](Cl)(=[O:15])[CH3:14].C(Cl)Cl.C([O-])(O)=[O:21].[Na+]. Product: [CH2:13]([O:15][C:11](=[O:21])[CH2:10][C:4]1[CH:5]=[N:6][C:7]([O:8][CH3:9])=[C:2]([Br:1])[CH:3]=1)[CH3:14]. The catalyst class is: 14. (4) Reactant: [F:1][C:2]1[CH:7]=[CH:6][CH:5]=[C:4]([N+]([O-])=O)[C:3]=1[CH:11]=[CH:12][N:13]1CCCC1. Product: [F:1][C:2]1[CH:7]=[CH:6][CH:5]=[C:4]2[C:3]=1[CH:11]=[CH:12][NH:13]2. The catalyst class is: 227. (5) Reactant: [C:1]([O:5][C:6]([N:8]1[CH2:12][CH2:11][CH2:10][C@H:9]1[C:13]([OH:15])=[O:14])=[O:7])([CH3:4])([CH3:3])[CH3:2].CCN(C(C)C)C(C)C.Br[CH2:26][C:27]([C:29]1[S:30][CH:31]=[CH:32][CH:33]=1)=[O:28]. Product: [N:8]1([C:6]([O:5][C:1]([CH3:4])([CH3:2])[CH3:3])=[O:7])[CH2:12][CH2:11][CH2:10][C@H:9]1[C:13]([O:15][CH2:26][C:27](=[O:28])[C:29]1[S:30][CH:31]=[CH:32][CH:33]=1)=[O:14]. The catalyst class is: 2. (6) Reactant: [NH2:1][C:2]1[CH:7]=[C:6]([O:8][CH3:9])[C:5]([O:10][CH2:11][C:12]2[CH:17]=[CH:16][CH:15]=[CH:14][CH:13]=2)=[CH:4][C:3]=1[NH:18][C:19](=[O:25])[CH:20](OC)OC. Product: [CH2:11]([O:10][C:5]1[CH:4]=[C:3]2[C:2]([N:1]=[CH:20][C:19](=[O:25])[NH:18]2)=[CH:7][C:6]=1[O:8][CH3:9])[C:12]1[CH:17]=[CH:16][CH:15]=[CH:14][CH:13]=1. The catalyst class is: 88. (7) Reactant: FC(F)(F)C(OC(=O)C(F)(F)F)=[O:4].[Br:14][C:15]1[C:16]([O:23][CH2:24][CH:25]2[CH2:27][CH2:26]2)=[CH:17][C:18]([CH3:22])=[N+:19]([O-])[CH:20]=1. Product: [Br:14][C:15]1[C:16]([O:23][CH2:24][CH:25]2[CH2:27][CH2:26]2)=[CH:17][C:18]([CH2:22][OH:4])=[N:19][CH:20]=1. The catalyst class is: 4. (8) Reactant: [C:1]([O:5][C:6](=[O:28])[NH:7][C@H:8]1[CH2:12][C@@H:11]([CH2:13][NH:14][C:15]([O:17][C:18]([CH3:21])([CH3:20])[CH3:19])=[O:16])[N:10](C(=O)C(F)(F)F)[CH2:9]1)([CH3:4])([CH3:3])[CH3:2].O[Li].O. Product: [C:1]([O:5][C:6](=[O:28])[NH:7][C@H:8]1[CH2:12][C@@H:11]([CH2:13][NH:14][C:15]([O:17][C:18]([CH3:21])([CH3:20])[CH3:19])=[O:16])[NH:10][CH2:9]1)([CH3:3])([CH3:4])[CH3:2]. The catalyst class is: 12.